Task: Predict the reaction yield, written as a fraction of the theoretical maximum amount of product (1.0 means a 100% yield; for example, 0.34 means a 34% yield).. Dataset: Reaction yield outcomes from USPTO patents with 853,638 reactions (1) The yield is 0.650. The catalyst is C(#N)C. The product is [Cl:1][C:2]1[C:7]([C:8]([O:10][CH3:12])=[O:9])=[CH:6][N:5]=[CH:4][C:3]=1[F:11]. The reactants are [Cl:1][C:2]1[C:7]([C:8]([OH:10])=[O:9])=[CH:6][N:5]=[CH:4][C:3]=1[F:11].[CH2:12]1CCN2C(=NCCC2)CC1.IC. (2) The reactants are [CH2:1]([O:3][C:4]1[C:9]([C:10]([F:13])([F:12])[F:11])=[CH:8][C:7]([N+:14]([O-])=O)=[CH:6][C:5]=1[C:17]([F:20])([F:19])[F:18])[CH3:2]. The catalyst is CO.[Pd]. The product is [CH2:1]([O:3][C:4]1[C:5]([C:17]([F:18])([F:19])[F:20])=[CH:6][C:7]([NH2:14])=[CH:8][C:9]=1[C:10]([F:11])([F:12])[F:13])[CH3:2]. The yield is 0.560. (3) The reactants are [F:1][CH:2]([F:14])[O:3][C:4]1[CH:9]=[CH:8][C:7]([N+:10]([O-])=O)=[CH:6][C:5]=1[CH3:13].C(O)(=O)C. The catalyst is C(O)C.O.[Fe]. The product is [NH2:10][C:7]1[CH:8]=[CH:9][C:4]([O:3][CH:2]([F:1])[F:14])=[C:5]([CH3:13])[CH:6]=1. The yield is 0.950.